The task is: Regression. Given two drug SMILES strings and cell line genomic features, predict the synergy score measuring deviation from expected non-interaction effect.. This data is from NCI-60 drug combinations with 297,098 pairs across 59 cell lines. (1) Drug 1: CC12CCC3C(C1CCC2=O)CC(=C)C4=CC(=O)C=CC34C. Drug 2: C1CC(C1)(C(=O)O)C(=O)O.[NH2-].[NH2-].[Pt+2]. Cell line: SK-MEL-5. Synergy scores: CSS=62.3, Synergy_ZIP=-5.35, Synergy_Bliss=-3.17, Synergy_Loewe=-7.13, Synergy_HSA=-0.00659. (2) Drug 1: CC1CCC2CC(C(=CC=CC=CC(CC(C(=O)C(C(C(=CC(C(=O)CC(OC(=O)C3CCCCN3C(=O)C(=O)C1(O2)O)C(C)CC4CCC(C(C4)OC)O)C)C)O)OC)C)C)C)OC. Drug 2: C(CCl)NC(=O)N(CCCl)N=O. Cell line: COLO 205. Synergy scores: CSS=35.5, Synergy_ZIP=-2.03, Synergy_Bliss=3.71, Synergy_Loewe=-39.1, Synergy_HSA=4.44. (3) Drug 1: C1=C(C(=O)NC(=O)N1)N(CCCl)CCCl. Drug 2: CC1CCCC2(C(O2)CC(NC(=O)CC(C(C(=O)C(C1O)C)(C)C)O)C(=CC3=CSC(=N3)C)C)C. Cell line: MDA-MB-435. Synergy scores: CSS=-3.41, Synergy_ZIP=-1.62, Synergy_Bliss=-2.69, Synergy_Loewe=-13.2, Synergy_HSA=-6.02.